From a dataset of Forward reaction prediction with 1.9M reactions from USPTO patents (1976-2016). Predict the product of the given reaction. (1) The product is: [C:55]([O:58][CH2:59][C:60]([N:24]1[CH2:23][CH2:22][N:21]([CH2:20][C:17]2[CH:18]=[N:19][C:14]([C:12]3[S:13][C:6]4[C:7](=[N:8][CH:9]=[CH:10][C:5]=4[O:4][C:3]4[CH:34]=[CH:35][C:36]([NH:38][C:39]([O:41][C:42]5[CH:43]=[CH:44][CH:45]=[CH:46][CH:47]=5)=[O:40])=[CH:37][C:2]=4[F:1])[CH:11]=3)=[CH:15][CH:16]=2)[CH2:26][CH2:25]1)=[O:61])(=[O:57])[CH3:56]. Given the reactants [F:1][C:2]1[CH:37]=[C:36]([NH:38][C:39]([O:41][C:42]2[CH:47]=[CH:46][CH:45]=[CH:44][CH:43]=2)=[O:40])[CH:35]=[CH:34][C:3]=1[O:4][C:5]1[CH:10]=[CH:9][N:8]=[C:7]2[CH:11]=[C:12]([C:14]3[N:19]=[CH:18][C:17]([CH2:20][N:21]4[CH2:26][CH2:25][N:24](C(OC(C)(C)C)=O)[CH2:23][CH2:22]4)=[CH:16][CH:15]=3)[S:13][C:6]=12.CCN(CC)CC.[C:55]([O:58][CH2:59][C:60](Cl)=[O:61])(=[O:57])[CH3:56], predict the reaction product. (2) Given the reactants Cl[C:2]1[CH:27]=[CH:26][C:5]([C:6]([NH:8]C2C=CC(Cl)=C(NC(=O)C3C=CC=C(F)C=3)C=2)=[O:7])=[CH:4][N:3]=1.C(N1CCNCC1)(=O)C, predict the reaction product. The product is: [C:6]([NH2:8])(=[O:7])[C:5]1[CH:26]=[CH:27][CH:2]=[N:3][CH:4]=1. (3) Given the reactants [O:1]1[C:5]2[CH:6]=[CH:7][C:8]([OH:10])=[CH:9][C:4]=2[CH2:3][CH2:2]1.Br[CH2:12][C:13]#[CH:14].C([O-])([O-])=O.[K+].[K+], predict the reaction product. The product is: [CH2:14]([O:10][C:8]1[CH:7]=[CH:6][C:5]2[O:1][CH2:2][CH2:3][C:4]=2[CH:9]=1)[C:13]#[CH:12]. (4) Given the reactants [N+:1]([C:4]1[C:9]([O:10][CH:11]2[C:15]3([CH2:17][CH2:16]3)[CH2:14][N:13]([C:18]([O:20][C:21]([CH3:24])([CH3:23])[CH3:22])=[O:19])[CH2:12]2)=[CH:8][CH:7]=[CH:6][N:5]=1)([O-])=O, predict the reaction product. The product is: [NH2:1][C:4]1[C:9]([O:10][CH:11]2[C:15]3([CH2:16][CH2:17]3)[CH2:14][N:13]([C:18]([O:20][C:21]([CH3:24])([CH3:23])[CH3:22])=[O:19])[CH2:12]2)=[CH:8][CH:7]=[CH:6][N:5]=1. (5) The product is: [Cl:1][C:2]1[CH:7]=[C:6]([C:8]([F:10])([F:11])[F:9])[CH:5]=[C:4]([Cl:12])[C:3]=1[N:13]1[C:17]([OH:18])=[C:16]([Cl:33])[CH:15]([C:19]#[N:20])[N:14]1[S:29][CH:28]([F:32])[F:31]. Given the reactants [Cl:1][C:2]1[CH:7]=[C:6]([C:8]([F:11])([F:10])[F:9])[CH:5]=[C:4]([Cl:12])[C:3]=1[N:13]1[C:17]([OH:18])=[CH:16][C:15]([C:19]#[N:20])=[N:14]1.N1C=CC=CC=1.Cl[C:28]([F:32])([F:31])[S:29]Cl.[Cl:33]CCl, predict the reaction product.